From a dataset of Reaction yield outcomes from USPTO patents with 853,638 reactions. Predict the reaction yield, written as a fraction of the theoretical maximum amount of product (1.0 means a 100% yield; for example, 0.34 means a 34% yield). (1) The product is [F:8][C:9]1[C:10]([C:25]([NH:27][CH3:28])=[O:26])=[CH:11][C:12]2[NH:16][C:15](=[O:17])[N:14]([CH:18]3[CH2:19][CH2:20][N:21]([CH2:30][C:31]([CH:33]4[CH2:34][CH2:35][C:36]([O:40][CH3:41])([CH3:39])[CH2:37][CH2:38]4)=[O:32])[CH2:22][CH2:23]3)[C:13]=2[CH:24]=1. The reactants are FC(F)(F)C([O-])=O.[F:8][C:9]1[C:10]([C:25]([NH:27][CH3:28])=[O:26])=[CH:11][C:12]2[NH:16][C:15](=[O:17])[N:14]([CH:18]3[CH2:23][CH2:22][NH2+:21][CH2:20][CH2:19]3)[C:13]=2[CH:24]=1.Cl[CH2:30][C:31]([CH:33]1[CH2:38][CH2:37][C:36]([O:40][CH3:41])([CH3:39])[CH2:35][CH2:34]1)=[O:32]. The catalyst is CN(C=O)C.O. The yield is 0.206. (2) The reactants are [B:10]1([B:10]2[O:14][C:13]([CH3:16])([CH3:15])[C:12]([CH3:18])([CH3:17])[O:11]2)[O:14][C:13]([CH3:16])([CH3:15])[C:12]([CH3:18])([CH3:17])[O:11]1.[C:19]([Si:23]([O:26][C:27]1[C:32]([Cl:33])=[CH:31][CH:30]=[CH:29][C:28]=1[Cl:34])([CH3:25])[CH3:24])([CH3:22])([CH3:21])[CH3:20]. The catalyst is C1COCC1. The product is [C:19]([Si:23]([O:26][C:27]1[C:32]([Cl:33])=[CH:31][C:30]([B:10]2[O:11][C:12]([CH3:17])([CH3:18])[C:13]([CH3:15])([CH3:16])[O:14]2)=[CH:29][C:28]=1[Cl:34])([CH3:25])[CH3:24])([CH3:22])([CH3:20])[CH3:21]. The yield is 0.890.